From a dataset of Forward reaction prediction with 1.9M reactions from USPTO patents (1976-2016). Predict the product of the given reaction. Given the reactants [CH:1]1([N:6]2[CH2:12][C:11]([F:14])([F:13])[C:10](=[O:15])[N:9]([CH3:16])[C:8]3[CH:17]=[N:18][C:19]([NH:21][C:22]4[CH:30]=[CH:29][C:25]([C:26]([OH:28])=O)=[CH:24][C:23]=4[O:31][CH3:32])=[N:20][C:7]2=3)[CH2:5][CH2:4][CH2:3][CH2:2]1.F[P-](F)(F)(F)(F)F.CN(C(N(C)C)=[N+]1C2C(=NC=CC=2)[N+]([O-])=N1)C.C(N(C(C)C)C(C)C)C.[CH3:66][N:67]1[CH2:72][CH2:71][N:70]([NH2:73])[CH2:69][CH2:68]1, predict the reaction product. The product is: [CH:1]1([N:6]2[CH2:12][C:11]([F:14])([F:13])[C:10](=[O:15])[N:9]([CH3:16])[C:8]3[CH:17]=[N:18][C:19]([NH:21][C:22]4[CH:30]=[CH:29][C:25]([C:26]([NH:73][N:70]5[CH2:71][CH2:72][N:67]([CH3:66])[CH2:68][CH2:69]5)=[O:28])=[CH:24][C:23]=4[O:31][CH3:32])=[N:20][C:7]2=3)[CH2:5][CH2:4][CH2:3][CH2:2]1.